Dataset: Peptide-MHC class II binding affinity with 134,281 pairs from IEDB. Task: Regression. Given a peptide amino acid sequence and an MHC pseudo amino acid sequence, predict their binding affinity value. This is MHC class II binding data. (1) The peptide sequence is IGNGGPCLFMRTVSH. The MHC is DRB5_0101 with pseudo-sequence DRB5_0101. The binding affinity (normalized) is 0.316. (2) The binding affinity (normalized) is 0. The MHC is DRB1_0401 with pseudo-sequence DRB1_0401. The peptide sequence is VPEDPEDSALLE. (3) The binding affinity (normalized) is 0.773. The peptide sequence is EKKYFAATQTEPLAA. The MHC is HLA-DPA10201-DPB11401 with pseudo-sequence HLA-DPA10201-DPB11401. (4) The peptide sequence is ECGGILQAYDLRDAP. The MHC is DRB1_0701 with pseudo-sequence DRB1_0701. The binding affinity (normalized) is 0.272.